Predict the reactants needed to synthesize the given product. From a dataset of Full USPTO retrosynthesis dataset with 1.9M reactions from patents (1976-2016). Given the product [CH3:1][C:2]1[CH:7]=[CH:6][N:5]=[CH:4][C:3]=1[N:8]1[CH2:12][CH2:11][N:10]([C:23]2[C:24]3[C:19](=[CH:18][CH:17]=[CH:16][CH:15]=3)[CH:20]=[CH:21][CH:22]=2)[C:9]1=[O:13], predict the reactants needed to synthesize it. The reactants are: [CH3:1][C:2]1[CH:7]=[CH:6][N:5]=[CH:4][C:3]=1[N:8]1[CH2:12][CH2:11][NH:10][C:9]1=[O:13].Br[C:15]1[C:24]2[C:19](=[CH:20][CH:21]=[CH:22][CH:23]=2)[CH:18]=[CH:17][CH:16]=1.N[C@@H]1CCCC[C@H]1N.P([O-])([O-])([O-])=O.[K+].[K+].[K+].